Dataset: Catalyst prediction with 721,799 reactions and 888 catalyst types from USPTO. Task: Predict which catalyst facilitates the given reaction. (1) Reactant: CC(C)([O-])C.[K+].C1OCCOCCOCCOCCOCCOC1.[NH:25]1[CH:29]=[CH:28][CH:27]=[N:26]1.[Br:30][C:31]1[CH:36]=[CH:35][C:34]([CH2:37]Br)=[CH:33][CH:32]=1. Product: [Br:30][C:31]1[CH:36]=[CH:35][C:34]([CH2:37][N:25]2[CH:29]=[CH:28][CH:27]=[N:26]2)=[CH:33][CH:32]=1. The catalyst class is: 280. (2) Reactant: FC(F)(F)C(O)=O.[F:8][C:9]1[CH:14]=[C:13]([S:15]([CH3:18])(=[O:17])=[O:16])[CH:12]=[CH:11][C:10]=1[C:19]1[NH:23][C:22]2[CH:24]=[CH:25][C:26]([CH:28]3[CH2:33][CH2:32][NH:31][CH2:30][CH2:29]3)=[CH:27][C:21]=2[N:20]=1.Cl[C:35]1[N:40]=[CH:39][C:38]([CH2:41][CH3:42])=[CH:37][N:36]=1.CCN(C(C)C)C(C)C. Product: [CH2:41]([C:38]1[CH:37]=[N:36][C:35]([N:31]2[CH2:32][CH2:33][CH:28]([C:26]3[CH:25]=[CH:24][C:22]4[NH:23][C:19]([C:10]5[CH:11]=[CH:12][C:13]([S:15]([CH3:18])(=[O:16])=[O:17])=[CH:14][C:9]=5[F:8])=[N:20][C:21]=4[CH:27]=3)[CH2:29][CH2:30]2)=[N:40][CH:39]=1)[CH3:42]. The catalyst class is: 41. (3) Reactant: [F:1][C:2]1([F:17])[CH2:7][CH:6]([CH2:8][OH:9])[CH2:5][N:4]([C:10]([O:12][C:13]([CH3:16])([CH3:15])[CH3:14])=[O:11])[CH2:3]1.[C:18]1([CH3:28])[CH:23]=[CH:22][C:21]([S:24](Cl)(=[O:26])=[O:25])=[CH:20][CH:19]=1.C(N(CC)CC)C. Product: [F:17][C:2]1([F:1])[CH2:7][CH:6]([CH2:8][O:9][S:24]([C:21]2[CH:22]=[CH:23][C:18]([CH3:28])=[CH:19][CH:20]=2)(=[O:26])=[O:25])[CH2:5][N:4]([C:10]([O:12][C:13]([CH3:14])([CH3:16])[CH3:15])=[O:11])[CH2:3]1. The catalyst class is: 64. (4) Reactant: [C:1]([O:5][C:6]([N:8]1[C:16]2[C:11](=[CH:12][CH:13]=[C:14]([N+:17]([O-])=O)[CH:15]=2)[CH:10]=[CH:9]1)=[O:7])([CH3:4])([CH3:3])[CH3:2].[H][H]. Product: [C:1]([O:5][C:6]([N:8]1[C:16]2[C:11](=[CH:12][CH:13]=[C:14]([NH2:17])[CH:15]=2)[CH2:10][CH2:9]1)=[O:7])([CH3:4])([CH3:2])[CH3:3]. The catalyst class is: 19. (5) Reactant: [Si](OS(C(F)(F)F)(=O)=O)(C)(C)C.C([Si](CC)(CC)[O:16][CH2:17][CH2:18][O:19][Si](CC)(CC)CC)C.[C:31]([O:38][CH2:39][CH3:40])(=[O:37])[CH2:32][CH2:33][C:34]([CH3:36])=O.N1C=CC=CC=1. The catalyst class is: 2. Product: [CH3:36][C:34]1([CH2:33][CH2:32][C:31]([O:38][CH2:39][CH3:40])=[O:37])[O:16][CH2:17][CH2:18][O:19]1. (6) Reactant: [CH3:1][C:2]1[S:6][C:5]([C:7]2[O:8][C:9]3[C:10](=[C:12]([C:16]([OH:18])=O)[CH:13]=[CH:14][CH:15]=3)[N:11]=2)=[CH:4][CH:3]=1.Cl.C(N=C=NCCCN(C)C)C.ON1C2C=CC=CC=2N=N1.Cl.Cl.[NH2:43][C@H:44]1[CH:49]2[CH2:50][CH2:51][N:46]([CH2:47][CH2:48]2)[CH2:45]1.C(N(CC)CC)C. Product: [N:46]12[CH2:51][CH2:50][CH:49]([CH2:48][CH2:47]1)[C@H:44]([NH:43][C:16]([C:12]1[CH:13]=[CH:14][CH:15]=[C:9]3[O:8][C:7]([C:5]4[S:6][C:2]([CH3:1])=[CH:3][CH:4]=4)=[N:11][C:10]=13)=[O:18])[CH2:45]2. The catalyst class is: 174.